The task is: Predict the product of the given reaction.. This data is from Forward reaction prediction with 1.9M reactions from USPTO patents (1976-2016). (1) Given the reactants [F:1][C:2]1[CH:3]=[CH:4][C:5]([N:8]2[C:16]3[CH:15]=[CH:14][N:13]=[CH:12][C:11]=3[N:10]=[CH:9]2)=[N:6][CH:7]=1.[CH3:17][Mg+].[Br-].[Cl:20][C:21]1[C:29]([C:30]([F:33])([F:32])[F:31])=[CH:28][CH:27]=[CH:26][C:22]=1[C:23](Cl)=[O:24].[NH4+].[Cl-], predict the reaction product. The product is: [Cl:20][C:21]1[C:29]([C:30]([F:33])([F:32])[F:31])=[CH:28][CH:27]=[CH:26][C:22]=1[C:23]([N:13]1[CH:14]=[CH:15][C:16]2[N:8]([C:5]3[CH:4]=[CH:3][C:2]([F:1])=[CH:7][N:6]=3)[CH:9]=[N:10][C:11]=2[CH:12]1[CH3:17])=[O:24]. (2) Given the reactants [Cl:1][C:2]1[CH:3]=[C:4]([C:8](=O)[CH2:9][C:10]([CH2:15][CH3:16])(O)[C:11](O)=[O:12])[CH:5]=[CH:6][CH:7]=1.[NH2:18][NH2:19], predict the reaction product. The product is: [Cl:1][C:2]1[CH:3]=[C:4]([C:8]2[CH:9]=[C:10]([CH2:15][CH3:16])[C:11](=[O:12])[NH:18][N:19]=2)[CH:5]=[CH:6][CH:7]=1.